Dataset: Forward reaction prediction with 1.9M reactions from USPTO patents (1976-2016). Task: Predict the product of the given reaction. (1) Given the reactants [NH2:1][C:2]1[C:3]([C:14]([OH:16])=O)=[N:4][C:5]2[C:10]([CH:11]=1)=[CH:9][CH:8]=[C:7]([CH2:12][CH3:13])[CH:6]=2.[NH2:17][C:18]1[C:19]([N:27]2[CH2:32][CH2:31][CH2:30][C@H:29]([NH:33]C(=O)OC(C)(C)C)[CH2:28]2)=[C:20]2[CH2:26][CH2:25][O:24][C:21]2=[N:22][CH:23]=1.CN(C(ON1N=NC2C=CC=NC1=2)=[N+](C)C)C.F[P-](F)(F)(F)(F)F.CCN(C(C)C)C(C)C, predict the reaction product. The product is: [NH2:1][C:2]1[C:3]([C:14]([NH:17][C:18]2[C:19]([N:27]3[CH2:32][CH2:31][CH2:30][C@H:29]([NH2:33])[CH2:28]3)=[C:20]3[CH2:26][CH2:25][O:24][C:21]3=[N:22][CH:23]=2)=[O:16])=[N:4][C:5]2[C:10]([CH:11]=1)=[CH:9][CH:8]=[C:7]([CH2:12][CH3:13])[CH:6]=2. (2) The product is: [N+:8]([C:5]1[N:6]=[CH:7][C:2]([OH:13])=[CH:3][CH:4]=1)([O-:10])=[O:9]. Given the reactants Br[C:2]1[CH:3]=[CH:4][C:5]([N+:8]([O-:10])=[O:9])=[N:6][CH:7]=1.CC([O-])=[O:13].[K+], predict the reaction product. (3) Given the reactants [OH:1][CH2:2][C@H:3]1[NH:7][C:6](=[O:8])[CH2:5][CH2:4]1.Br[C:10]1[CH:15]=[CH:14][C:13]([C:16]([N:18]2[CH2:23][CH2:22][N:21]([C:24]3[C:29]([CH3:30])=[CH:28][C:27]([CH:31]4[CH2:33][CH2:32]4)=[CH:26][N:25]=3)[CH2:20][CH2:19]2)=[O:17])=[C:12]([F:34])[CH:11]=1, predict the reaction product. The product is: [CH:31]1([C:27]2[CH:28]=[C:29]([CH3:30])[C:24]([N:21]3[CH2:20][CH2:19][N:18]([C:16]([C:13]4[CH:14]=[CH:15][C:10]([N:7]5[C@H:3]([CH2:2][OH:1])[CH2:4][CH2:5][C:6]5=[O:8])=[CH:11][C:12]=4[F:34])=[O:17])[CH2:23][CH2:22]3)=[N:25][CH:26]=2)[CH2:32][CH2:33]1.